From a dataset of Catalyst prediction with 721,799 reactions and 888 catalyst types from USPTO. Predict which catalyst facilitates the given reaction. (1) Reactant: [OH:1][C:2]1[CH:7]=[CH:6][C:5]([C:8](=[O:10])[CH3:9])=[CH:4][CH:3]=1.C([O-])([O-])=O.[K+].[K+].Br[CH2:18][CH2:19][CH2:20][Cl:21]. Product: [Cl:21][CH2:20][CH2:19][CH2:18][O:1][C:2]1[CH:7]=[CH:6][C:5]([C:8](=[O:10])[CH3:9])=[CH:4][CH:3]=1. The catalyst class is: 21. (2) Reactant: Cl.Cl.[F:3][C:4]([F:17])([F:16])[CH2:5][O:6][C:7]1[CH:8]=[CH:9][C:10]([C@H:13]([NH2:15])[CH3:14])=[N:11][CH:12]=1.[NH:18]1[C:22]2=[N:23][CH:24]=[CH:25][CH:26]=[C:21]2[C:20]([CH2:27][C:28](O)=[O:29])=[CH:19]1.C(Cl)CCl.ON1C2N=CC=CC=2N=N1.C(N(C(C)C)CC)(C)C. Product: [NH:18]1[C:22]2=[N:23][CH:24]=[CH:25][CH:26]=[C:21]2[C:20]([CH2:27][C:28]([NH:15][C@@H:13]([C:10]2[CH:9]=[CH:8][C:7]([O:6][CH2:5][C:4]([F:3])([F:16])[F:17])=[CH:12][N:11]=2)[CH3:14])=[O:29])=[CH:19]1. The catalyst class is: 3. (3) Reactant: [Br:1][C:2]1[CH:3]=[N:4][CH:5]=[CH:6][C:7]=1[O:8][CH2:9][CH:10]1[CH2:12][CH2:11]1.ClC1C=C(C(OO)=[O:21])C=CC=1. Product: [Br:1][C:2]1[CH:3]=[N+:4]([O-:21])[CH:5]=[CH:6][C:7]=1[O:8][CH2:9][CH:10]1[CH2:11][CH2:12]1. The catalyst class is: 4. (4) Product: [CH3:1][O:2][C@H:3]([CH3:33])[C:4]([N:6]1[CH2:7][CH2:8][CH:9]([C:12]2[C:17]([O:18][C:19]3[CH:24]=[CH:23][C:22]([NH:25][C:26]4[CH:31]=[CH:30][C:29]([CH3:32])=[CH:28][N:27]=4)=[CH:21][CH:20]=3)=[N:16][CH:15]=[CH:14][N:13]=2)[CH2:10][CH2:11]1)=[O:5]. Reactant: [CH3:1][O:2][CH2:3][C:4]([N:6]1[CH2:11][CH2:10][CH:9]([C:12]2[C:17]([O:18][C:19]3[CH:24]=[CH:23][C:22]([NH:25][C:26]4[CH:31]=[CH:30][C:29]([CH3:32])=[CH:28][N:27]=4)=[CH:21][CH:20]=3)=[N:16][CH:15]=[CH:14][N:13]=2)[CH2:8][CH2:7]1)=[O:5].[CH:33]1C=CC2N(O)N=NC=2C=1.CO[C@H](C)C(O)=O.C(N(C(C)C)CC)(C)C.C(Cl)CCl. The catalyst class is: 2. (5) Reactant: [CH3:1][C:2]1[CH:7]=[CH:6][C:5]([S:8]([N:11]2[C@H:17]([CH2:18]O)[CH2:16][C@@H:15]3[C@@H:13]([CH2:14]3)[CH2:12]2)(=[O:10])=[O:9])=[CH:4][CH:3]=1.C1(P(C2C=CC=CC=2)C2C=CC=CC=2)C=CC=CC=1.[C:39]1(=[O:49])[NH:43][C:42](=[O:44])[C:41]2=[CH:45][CH:46]=[CH:47][CH:48]=[C:40]12.CC(OC(/N=N/C(OC(C)C)=O)=O)C. Product: [CH3:1][C:2]1[CH:7]=[CH:6][C:5]([S:8]([N:11]2[C@H:17]([CH2:18][N:43]3[C:39](=[O:49])[C:40]4[C:41](=[CH:45][CH:46]=[CH:47][CH:48]=4)[C:42]3=[O:44])[CH2:16][C@@H:15]3[C@@H:13]([CH2:14]3)[CH2:12]2)(=[O:10])=[O:9])=[CH:4][CH:3]=1. The catalyst class is: 20. (6) Reactant: O.[PH2:2]([O-:4])=[O:3].[Na+].[CH2:6]=[CH2:7].C([O-])([O-])=O.C([O-])([O-])=O.OO.OO.OO.[Na+].[Na+].[Na+].[Na+].[C:26](N([C:39](=O)[CH3:40])[CH2:26][CH2:27]N(C(=O)C)[C:39](=O)[CH3:40])(=O)[CH3:27].[Al:42]. Product: [CH2:26]([P:2]([CH2:6][CH3:7])(=[O:4])[O-:3])[CH3:27].[Al+3:42].[CH2:6]([P:2]([CH2:39][CH3:40])(=[O:4])[O-:3])[CH3:7].[CH2:26]([P:2]([CH2:6][CH3:7])(=[O:4])[O-:3])[CH3:27]. The catalyst class is: 6. (7) Product: [CH2:1]([C:3]1[CH:8]=[CH:7][CH:6]=[CH:5][C:4]=1[NH:9][C:10]1[S:11][N:18]=[N:13][N:12]=1)[CH3:2]. The catalyst class is: 6. Reactant: [CH2:1]([C:3]1[CH:8]=[CH:7][CH:6]=[CH:5][C:4]=1[NH:9][C:10]([NH:12][NH2:13])=[S:11])[CH3:2].C(O)(=O)C.[N:18]([O-])=O.[Na+]. (8) Reactant: Br[C:2]1[CH:3]=[CH:4][C:5]([O:12][CH3:13])=[C:6]([C:8]([OH:11])([CH3:10])[CH3:9])[CH:7]=1.[B:14]1([B:14]2[O:18][C:17]([CH3:20])([CH3:19])[C:16]([CH3:22])([CH3:21])[O:15]2)[O:18][C:17]([CH3:20])([CH3:19])[C:16]([CH3:22])([CH3:21])[O:15]1.C([O-])(=O)C.[K+]. Product: [CH3:13][O:12][C:5]1[CH:4]=[CH:3][C:2]([B:14]2[O:18][C:17]([CH3:20])([CH3:19])[C:16]([CH3:22])([CH3:21])[O:15]2)=[CH:7][C:6]=1[C:8]([OH:11])([CH3:10])[CH3:9]. The catalyst class is: 140. (9) Reactant: [OH-].[Na+].[Si:3]([O:10][C@@H:11]([CH2:30][O:31][Si:32]([C:35]([CH3:38])([CH3:37])[CH3:36])([CH3:34])[CH3:33])[CH2:12][CH2:13][CH:14]1[C@H:18]2[CH2:19][C:20]3[C:25]([CH2:26][C@H:17]2[CH2:16][C:15]1=[O:29])=[C:24]([O:27][CH3:28])[CH:23]=[CH:22][CH:21]=3)([C:6]([CH3:9])([CH3:8])[CH3:7])([CH3:5])[CH3:4].[BH4-].[Na+].C(OCC)(=O)C.CCCCCCC. Product: [Si:3]([O:10][C@@H:11]([CH2:30][O:31][Si:32]([C:35]([CH3:38])([CH3:37])[CH3:36])([CH3:33])[CH3:34])[CH2:12][CH2:13][C@@H:14]1[C@H:18]2[CH2:19][C:20]3[C:25]([CH2:26][C@H:17]2[CH2:16][C@H:15]1[OH:29])=[C:24]([O:27][CH3:28])[CH:23]=[CH:22][CH:21]=3)([C:6]([CH3:7])([CH3:8])[CH3:9])([CH3:5])[CH3:4]. The catalyst class is: 823. (10) Reactant: [Cl-].[CH3:2][C:3]1[N:10]2[C:6](=[N+:7]([CH2:15][C:16]3[CH:21]=[CH:20][C:19]([N+:22]([O-:24])=[O:23])=[CH:18][CH:17]=3)[C:8]3[CH:14]=[CH:13][CH:12]=[CH:11][C:9]=32)[S:5][CH:4]=1.[CH3:25][O-:26].[Na+]. Product: [CH3:6][S:5]/[CH:4]=[C:3](\[N:10]1[C:9]2[CH:11]=[CH:12][CH:13]=[CH:14][C:8]=2[N:7]([CH2:15][C:16]2[CH:17]=[CH:18][C:19]([N+:22]([O-:24])=[O:23])=[CH:20][CH:21]=2)[C:25]1=[O:26])/[CH3:2]. The catalyst class is: 5.